This data is from Reaction yield outcomes from USPTO patents with 853,638 reactions. The task is: Predict the reaction yield, written as a fraction of the theoretical maximum amount of product (1.0 means a 100% yield; for example, 0.34 means a 34% yield). (1) The product is [CH3:35][C:30]1[CH:31]=[CH:32][CH:33]=[CH:34][C:29]=1[C:26]1[CH:25]=[CH:24][C:23]([N:14]2[N:13]=[C:12]([NH:11][C:7]3[CH:8]=[C:9]([CH3:10])[NH:5][N:6]=3)[C:21]3[C:16](=[CH:17][CH:18]=[CH:19][CH:20]=3)[C:15]2=[O:22])=[CH:28][CH:27]=1. The reactants are C([N:5]1[C:9]([CH3:10])=[CH:8][C:7]([NH:11][C:12]2[C:21]3[C:16](=[CH:17][CH:18]=[CH:19][CH:20]=3)[C:15](=[O:22])[N:14]([C:23]3[CH:28]=[CH:27][C:26]([C:29]4[CH:34]=[CH:33][CH:32]=[CH:31][C:30]=4[CH3:35])=[CH:25][CH:24]=3)[N:13]=2)=[N:6]1)(C)(C)C. The yield is 0.830. The catalyst is C(O)=O. (2) The reactants are [F:1][CH:2]([F:29])[O:3][C:4]1[CH:9]=[CH:8][C:7]([CH:10]([C:12]2([C:18]3[CH:23]=[CH:22][CH:21]=[C:20]([C:24]([F:27])([F:26])[F:25])[CH:19]=3)SCCCS2)[OH:11])=[CH:6][C:5]=1[CH3:28].C([OH:34])(C)(C)C.CC(OI1(OC(C)=O)(OC(C)=O)OC(=O)C2C=CC=CC1=2)=O.S([O-])([O-])(=O)=S.[Na+].[Na+]. The catalyst is ClCCl. The product is [F:1][CH:2]([F:29])[O:3][C:4]1[CH:9]=[CH:8][C:7]([C:10](=[O:11])[C:12]([C:18]2[CH:23]=[CH:22][CH:21]=[C:20]([C:24]([F:27])([F:26])[F:25])[CH:19]=2)=[O:34])=[CH:6][C:5]=1[CH3:28]. The yield is 0.690.